From a dataset of Reaction yield outcomes from USPTO patents with 853,638 reactions. Predict the reaction yield, written as a fraction of the theoretical maximum amount of product (1.0 means a 100% yield; for example, 0.34 means a 34% yield). (1) The reactants are [N:1]1[CH:6]=[CH:5][CH:4]=[C:3]([C:7]2[CH:8]=[C:9]3[C:15]([C:16]4[N:21]=[C:20]([N:22]5[CH2:27][CH2:26][NH:25][C:24](=[O:28])[CH2:23]5)[CH:19]=[CH:18][CH:17]=4)=[N:14][N:13](COCC[Si](C)(C)C)[C:10]3=[CH:11][N:12]=2)[CH:2]=1.Cl. The catalyst is O1CCOCC1. The product is [N:1]1[CH:6]=[CH:5][CH:4]=[C:3]([C:7]2[CH:8]=[C:9]3[C:15]([C:16]4[N:21]=[C:20]([N:22]5[CH2:27][CH2:26][NH:25][C:24](=[O:28])[CH2:23]5)[CH:19]=[CH:18][CH:17]=4)=[N:14][NH:13][C:10]3=[CH:11][N:12]=2)[CH:2]=1. The yield is 0.250. (2) The reactants are F[C:2]1[CH:11]=[C:10](F)[CH:9]=[C:8]2[C:3]=1[C:4](=[O:13])[NH:5][CH:6]=[N:7]2.[CH3:14][O-:15].[Na+].[Cl-].[NH4+].CN([CH:22]=[O:23])C. No catalyst specified. The product is [CH3:14][O:15][C:2]1[CH:11]=[C:10]([O:23][CH3:22])[CH:9]=[C:8]2[C:3]=1[C:4](=[O:13])[NH:5][CH:6]=[N:7]2. The yield is 1.00. (3) The reactants are [CH2:1]([S:3][C:4]1[C:9]([C:10]([NH:12][CH2:13][C:14]2[CH:19]=[CH:18][CH:17]=[C:16]([F:20])[CH:15]=2)=[O:11])=[C:8]([CH3:21])[CH:7]=[C:6]([NH:22][CH3:23])[N:5]=1)[CH3:2].CCN(C(C)C)C(C)C.Cl[CH2:34][C:35](=[O:37])[CH3:36].[OH-].[Na+]. The catalyst is CN1C(=O)CCC1.CCOC(C)=O. The product is [CH2:1]([S:3][C:4]1[C:9]([C:10]([NH:12][CH2:13][C:14]2[CH:19]=[CH:18][CH:17]=[C:16]([F:20])[CH:15]=2)=[O:11])=[C:8]([CH3:21])[CH:7]=[C:6]([N:22]([CH3:23])[CH2:34][C:35](=[O:37])[CH3:36])[N:5]=1)[CH3:2]. The yield is 0.300. (4) The reactants are [CH:1]([C:3]1[C:4]([CH3:20])=[C:5]([O:10][CH2:11][C:12]2[CH:19]=[CH:18][C:15]([C:16]#[N:17])=[CH:14][CH:13]=2)[C:6]([CH3:9])=[N:7][CH:8]=1)=O.[NH2:21][C:22]1[CH:29]=[CH:28][C:25]([C:26]#[N:27])=[CH:24][CH:23]=1. No catalyst specified. The product is [C:16]([C:15]1[CH:18]=[CH:19][C:12]([CH2:11][O:10][C:5]2[C:4]([CH3:20])=[C:3]([CH2:1][NH:21][C:22]3[CH:29]=[CH:28][C:25]([C:26]#[N:27])=[CH:24][CH:23]=3)[CH:8]=[N:7][C:6]=2[CH3:9])=[CH:13][CH:14]=1)#[N:17]. The yield is 0.820. (5) The reactants are [CH2:1]([O:8][C:9]1[CH:14]=[CH:13][C:12]([C:15](=[O:18])[CH2:16][CH3:17])=[CH:11][CH:10]=1)[C:2]1[CH:7]=[CH:6][CH:5]=[CH:4][CH:3]=1.[Br:19]Br.O. The catalyst is C(O)(=O)C. The product is [CH2:1]([O:8][C:9]1[CH:10]=[CH:11][C:12]([C:15](=[O:18])[CH:16]([Br:19])[CH3:17])=[CH:13][CH:14]=1)[C:2]1[CH:3]=[CH:4][CH:5]=[CH:6][CH:7]=1. The yield is 0.970. (6) The reactants are [C:1]([Cl:4])(Cl)=[S:2].[CH3:5][O:6][C:7]1[CH:8]=[C:9]2[C:14](=[CH:15][C:16]=1[O:17][CH3:18])[N:13]=[CH:12][N:11]=[C:10]2[N:19]1[CH2:24][CH2:23][NH:22][CH2:21][CH2:20]1.C(N(CC)CC)C. The catalyst is ClCCl. The product is [CH3:5][O:6][C:7]1[CH:8]=[C:9]2[C:14](=[CH:15][C:16]=1[O:17][CH3:18])[N:13]=[CH:12][N:11]=[C:10]2[N:19]1[CH2:20][CH2:21][N:22]([C:1]([Cl:4])=[S:2])[CH2:23][CH2:24]1. The yield is 0.520. (7) The reactants are Br[CH2:2][C:3]#[N:4].[NH2:5][C:6]1[CH:7]=[C:8]([OH:12])[CH:9]=[CH:10][CH:11]=1.C(=O)([O-])[O-].[K+].[K+]. The catalyst is CN(C=O)C.O.C(OCC)(=O)C. The product is [NH2:5][C:6]1[CH:7]=[C:8]([CH:9]=[CH:10][CH:11]=1)[O:12][CH2:2][C:3]#[N:4]. The yield is 0.589.